From a dataset of Catalyst prediction with 721,799 reactions and 888 catalyst types from USPTO. Predict which catalyst facilitates the given reaction. (1) Reactant: C(OC(=O)[NH:7][C:8]1([C:11](=[O:37])[NH:12][CH2:13][C:14]2[CH:19]=[CH:18][C:17]([N:20]3[C:28]4[C:23](=[CH:24][C:25]([O:29][CH3:30])=[CH:26][CH:27]=4)[CH:22]=[C:21]3[C:31]3[O:35][N:34]=[C:33]([CH3:36])[N:32]=3)=[CH:16][CH:15]=2)[CH2:10][CH2:9]1)(C)(C)C.FC(F)(F)C(O)=O. Product: [CH3:30][O:29][C:25]1[CH:24]=[C:23]2[C:28](=[CH:27][CH:26]=1)[N:20]([C:17]1[CH:18]=[CH:19][C:14]([CH2:13][NH:12][C:11]([C:8]3([NH2:7])[CH2:9][CH2:10]3)=[O:37])=[CH:15][CH:16]=1)[C:21]([C:31]1[O:35][N:34]=[C:33]([CH3:36])[N:32]=1)=[CH:22]2. The catalyst class is: 4. (2) Reactant: [CH2:1]([O:8][C:9]1[CH:28]=[CH:27][CH:26]=[CH:25][C:10]=1[CH2:11][C:12]1[C:13](=[O:24])[NH:14][NH:15][C:16]=1[C:17]([F:23])([F:22])[C:18]([F:21])([F:20])[F:19])[C:2]1[CH:7]=[CH:6][CH:5]=[CH:4][CH:3]=1.[CH3:29][C:30]([O:32][CH2:33][C@H:34]1[O:39][C@H:38](Br)[C@H:37]([O:41][C:42]([CH3:44])=[O:43])[C@@H:36]([O:45][C:46]([CH3:48])=[O:47])[C@@H:35]1[O:49][C:50]([CH3:52])=[O:51])=[O:31].C(=O)([O-])[O-].[K+].[K+]. Product: [CH2:1]([O:8][C:9]1[CH:28]=[CH:27][CH:26]=[CH:25][C:10]=1[CH2:11][C:12]1[C:13]([O:24][C@@H:38]2[O:39][C@H:34]([CH2:33][O:32][C:30](=[O:31])[CH3:29])[C@@H:35]([O:49][C:50](=[O:51])[CH3:52])[C@H:36]([O:45][C:46](=[O:47])[CH3:48])[C@H:37]2[O:41][C:42](=[O:43])[CH3:44])=[N:14][NH:15][C:16]=1[C:17]([F:22])([F:23])[C:18]([F:19])([F:20])[F:21])[C:2]1[CH:7]=[CH:6][CH:5]=[CH:4][CH:3]=1. The catalyst class is: 10. (3) Reactant: [C:1]1([C:27]2[CH:32]=[CH:31][CH:30]=[CH:29][CH:28]=2)[CH:6]=[CH:5][C:4]([N:7]2[CH2:20][C:19]3[C:14](=[CH:15][CH:16]=[CH:17][CH:18]=3)[C:13]3[CH:12]=[C:11]([C:21]4[CH:26]=[CH:25][CH:24]=[CH:23][CH:22]=4)[CH:10]=[CH:9][C:8]2=3)=[CH:3][CH:2]=1.[Mn]([O-])(=O)(=O)=[O:34].[K+]. Product: [C:1]1([C:27]2[CH:28]=[CH:29][CH:30]=[CH:31][CH:32]=2)[CH:2]=[CH:3][C:4]([N:7]2[C:20](=[O:34])[C:19]3[C:14](=[CH:15][CH:16]=[CH:17][CH:18]=3)[C:13]3[CH:12]=[C:11]([C:21]4[CH:26]=[CH:25][CH:24]=[CH:23][CH:22]=4)[CH:10]=[CH:9][C:8]2=3)=[CH:5][CH:6]=1. The catalyst class is: 4. (4) Reactant: C([O:8][C:9]1[CH:18]=[C:17]2[C:12]([CH:13]=[CH:14][C:15]([C:19]([OH:24])([CH2:22][CH3:23])[CH2:20][CH3:21])=[CH:16]2)=[CH:11][CH:10]=1)C1C=CC=CC=1.[H][H]. Product: [CH2:20]([C:19]([C:15]1[CH:16]=[C:17]2[C:12]([CH:11]=[CH:10][C:9]([OH:8])=[CH:18]2)=[CH:13][CH:14]=1)([OH:24])[CH2:22][CH3:23])[CH3:21]. The catalyst class is: 14. (5) Reactant: F[C:2]1[CH:9]=[CH:8][C:7]([B:10]2[O:14][C:13]([CH3:16])([CH3:15])[C:12]([CH3:18])([CH3:17])[O:11]2)=[CH:6][C:3]=1[CH:4]=O.C(=O)(O)O.[NH2:23][C:24]([NH2:26])=[NH:25].C([O-])([O-])=O.[K+].[K+].C(#N)C. Product: [NH2:26][C:24]1[N:25]=[CH:4][C:3]2[C:2](=[CH:9][CH:8]=[C:7]([B:10]3[O:14][C:13]([CH3:16])([CH3:15])[C:12]([CH3:18])([CH3:17])[O:11]3)[CH:6]=2)[N:23]=1. The catalyst class is: 21. (6) Reactant: C([BH3-])#N.[Na+].C(O)(=O)C.[O:9]1[CH2:14][CH2:13][CH2:12][CH2:11][CH:10]1[N:15]1[C:23]2[C:18](=[CH:19][C:20]([NH2:24])=[CH:21][CH:22]=2)[CH:17]=[N:16]1.C(NC1C(C)=CC(C(OC)=O)=C(C)C=1)(=O)C.[CH2:41]([N:44]1[CH:49]2[CH2:50][CH2:51][CH:45]1[CH2:46][C:47](=O)[CH2:48]2)[CH2:42][CH3:43].N. Product: [CH2:41]([N:44]1[CH:49]2[CH2:50][CH2:51][CH:45]1[CH2:46][CH:47]([NH:24][C:20]1[CH:19]=[C:18]3[C:23](=[CH:22][CH:21]=1)[N:15]([CH:10]1[CH2:11][CH2:12][CH2:13][CH2:14][O:9]1)[N:16]=[CH:17]3)[CH2:48]2)[CH2:42][CH3:43]. The catalyst class is: 5. (7) Reactant: [NH2:1][CH2:2][CH2:3][CH2:4][CH2:5][CH2:6][CH2:7][N:8]([CH3:65])[C@H:9]([C:13]([NH:15][C@H:16]([C:20]([N:22]([C@@H:24]([C@@H:61]([CH3:64])[CH2:62][CH3:63])[C@H:25]([O:59][CH3:60])[CH2:26][C:27]([N:29]1[CH2:33][CH2:32][CH2:31][C@H:30]1[C@H:34]([O:57][CH3:58])[C@@H:35]([CH3:56])[C:36]([NH:38][C@@:39]1([C:48]([N:50]2[CH2:55][CH2:54][CH2:53][CH2:52][O:51]2)=[O:49])[CH2:41][C@@H:40]1[C:42]1[CH:47]=[CH:46][CH:45]=[CH:44][CH:43]=1)=[O:37])=[O:28])[CH3:23])=[O:21])[CH:17]([CH3:19])[CH3:18])=[O:14])[CH:10]([CH3:12])[CH3:11].C(=O)([O-])O.[Na+].[O:71]=[C:72]1[CH:76]=[CH:75][C:74](=[O:77])N1C(OC)=O. Product: [O:71]=[C:72]1[CH:76]=[CH:75][C:74](=[O:77])[N:1]1[CH2:2][CH2:3][CH2:4][CH2:5][CH2:6][CH2:7][N:8]([CH3:65])[C@H:9]([C:13]([NH:15][C@H:16]([C:20]([N:22]([C@@H:24]([C@@H:61]([CH3:64])[CH2:62][CH3:63])[C@H:25]([O:59][CH3:60])[CH2:26][C:27]([N:29]1[CH2:33][CH2:32][CH2:31][C@H:30]1[C@H:34]([O:57][CH3:58])[C@@H:35]([CH3:56])[C:36]([NH:38][C@@:39]1([C:48]([N:50]2[CH2:55][CH2:54][CH2:53][CH2:52][O:51]2)=[O:49])[CH2:41][C@@H:40]1[C:42]1[CH:43]=[CH:44][CH:45]=[CH:46][CH:47]=1)=[O:37])=[O:28])[CH3:23])=[O:21])[CH:17]([CH3:18])[CH3:19])=[O:14])[CH:10]([CH3:12])[CH3:11]. The catalyst class is: 38. (8) Reactant: [OH:1][C@H:2]1[C:11](=[O:12])[C:10]2[CH:9]=[CH:8][C:7]3[N:13]([CH3:17])[C:14]([CH3:16])=[N:15][C:6]=3[C:5]=2[NH:4][C@@H:3]1[C:18]1[CH:23]=[CH:22][CH:21]=[CH:20][CH:19]=1.B.[Na]. Product: [CH3:16][C:14]1[N:13]([CH3:17])[C:7]2[CH:8]=[CH:9][C:10]3[C@@H:11]([OH:12])[C@H:2]([OH:1])[C@@H:3]([C:18]4[CH:23]=[CH:22][CH:21]=[CH:20][CH:19]=4)[NH:4][C:5]=3[C:6]=2[N:15]=1. The catalyst class is: 5.